From a dataset of NCI-60 drug combinations with 297,098 pairs across 59 cell lines. Regression. Given two drug SMILES strings and cell line genomic features, predict the synergy score measuring deviation from expected non-interaction effect. (1) Drug 1: CC1=C(C=C(C=C1)NC2=NC=CC(=N2)N(C)C3=CC4=NN(C(=C4C=C3)C)C)S(=O)(=O)N.Cl. Drug 2: CC1=C2C(C(=O)C3(C(CC4C(C3C(C(C2(C)C)(CC1OC(=O)C(C(C5=CC=CC=C5)NC(=O)C6=CC=CC=C6)O)O)OC(=O)C7=CC=CC=C7)(CO4)OC(=O)C)O)C)OC(=O)C. Cell line: UO-31. Synergy scores: CSS=23.3, Synergy_ZIP=15.5, Synergy_Bliss=16.4, Synergy_Loewe=12.9, Synergy_HSA=19.3. (2) Drug 1: C1=NC2=C(N1)C(=S)N=CN2. Drug 2: C1=NC2=C(N=C(N=C2N1C3C(C(C(O3)CO)O)F)Cl)N. Cell line: CAKI-1. Synergy scores: CSS=18.3, Synergy_ZIP=-9.12, Synergy_Bliss=-4.48, Synergy_Loewe=-10.2, Synergy_HSA=-4.98.